Dataset: Full USPTO retrosynthesis dataset with 1.9M reactions from patents (1976-2016). Task: Predict the reactants needed to synthesize the given product. Given the product [Cl-:19].[N:2]1([C:7](=[O:18])[CH2:8][N+:9]2[CH:14]=[CH:13][CH:12]=[CH:11][C:10]=2[CH2:15][C:16]#[N:17])[CH2:6][CH2:5][CH2:4][CH2:3]1, predict the reactants needed to synthesize it. The reactants are: [Br-].[N:2]1([C:7](=[O:18])[CH2:8][N+:9]2[CH:14]=[CH:13][CH:12]=[CH:11][C:10]=2[CH2:15][C:16]#[N:17])[CH2:6][CH2:5][CH2:4][CH2:3]1.[Cl-:19].